From a dataset of Forward reaction prediction with 1.9M reactions from USPTO patents (1976-2016). Predict the product of the given reaction. (1) Given the reactants Br[C:2]1[C:3](=[O:20])[N:4]([C:8]2[CH:13]=[CH:12][C:11]([N+:14]([O-:16])=[O:15])=[CH:10][C:9]=2[CH2:17][O:18][CH3:19])[CH:5]=[CH:6][CH:7]=1.[CH2:21](C([Sn])=C(CCCC)CCCC)[CH2:22]CC, predict the reaction product. The product is: [CH3:19][O:18][CH2:17][C:9]1[CH:10]=[C:11]([N+:14]([O-:16])=[O:15])[CH:12]=[CH:13][C:8]=1[N:4]1[CH:5]=[CH:6][CH:7]=[C:2]([CH:21]=[CH2:22])[C:3]1=[O:20]. (2) Given the reactants [Br:1][C:2]1[CH:3]=[C:4]([CH:8]=[C:9]([CH3:11])[CH:10]=1)[C:5]([OH:7])=O.[CH:12]([C:15]1[CH:16]=[C:17]([CH:19]=[CH:20][CH:21]=1)[NH2:18])([CH3:14])[CH3:13], predict the reaction product. The product is: [Br:1][C:2]1[CH:3]=[C:4]([CH:8]=[C:9]([CH3:11])[CH:10]=1)[C:5]([NH:18][C:17]1[CH:19]=[CH:20][CH:21]=[C:15]([CH:12]([CH3:14])[CH3:13])[CH:16]=1)=[O:7]. (3) Given the reactants [Cl:1][C:2]1[CH:3]=[CH:4][C:5]2[N:11]3[C:12]([CH3:15])=[N:13][N:14]=[C:10]3[C@@H:9]([CH2:16][CH2:17][C:18](O)=[O:19])[O:8][C@H:7]([C:21]3[CH:26]=[CH:25][CH:24]=[C:23]([O:27][CH3:28])[C:22]=3[O:29][CH3:30])[C:6]=2[CH:31]=1.[NH:32]1[CH2:37][CH2:36][CH:35]([CH2:38][C:39]([O:41][CH2:42][CH3:43])=[O:40])[CH2:34][CH2:33]1.ON1C2C=CC=CC=2N=N1.CN1CCOCC1.Cl.C(N=C=NCCCN(C)C)C, predict the reaction product. The product is: [Cl:1][C:2]1[CH:3]=[CH:4][C:5]2[N:11]3[C:12]([CH3:15])=[N:13][N:14]=[C:10]3[C@@H:9]([CH2:16][CH2:17][C:18]([N:32]3[CH2:37][CH2:36][CH:35]([CH2:38][C:39]([O:41][CH2:42][CH3:43])=[O:40])[CH2:34][CH2:33]3)=[O:19])[O:8][C@H:7]([C:21]3[CH:26]=[CH:25][CH:24]=[C:23]([O:27][CH3:28])[C:22]=3[O:29][CH3:30])[C:6]=2[CH:31]=1.